Dataset: Catalyst prediction with 721,799 reactions and 888 catalyst types from USPTO. Task: Predict which catalyst facilitates the given reaction. Reactant: [F:1][C:2]([F:9])([F:8])[C:3](OCC)=[O:4].[Cl:10][C:11]1[CH:23]=[CH:22][C:14]([O:15][CH2:16][C:17]([O:19][CH2:20][CH3:21])=[O:18])=[CH:13][C:12]=1[C:24]([F:27])([F:26])[F:25].[H-].[Na+].Cl. Product: [Cl:10][C:11]1[CH:23]=[CH:22][C:14]([O:15][CH:16]([C:3](=[O:4])[C:2]([F:9])([F:8])[F:1])[C:17]([O:19][CH2:20][CH3:21])=[O:18])=[CH:13][C:12]=1[C:24]([F:25])([F:26])[F:27]. The catalyst class is: 11.